From a dataset of Reaction yield outcomes from USPTO patents with 853,638 reactions. Predict the reaction yield, written as a fraction of the theoretical maximum amount of product (1.0 means a 100% yield; for example, 0.34 means a 34% yield). (1) The reactants are Br[C:2]1[CH:7]=[CH:6][C:5]([CH2:8][N:9]2[CH2:14][CH2:13][N:12]([C:15]([O:17][C:18]([CH3:21])([CH3:20])[CH3:19])=[O:16])[CH2:11][CH2:10]2)=[C:4]([F:22])[CH:3]=1.[CH3:23][C:24]1([CH3:40])[C:28]([CH3:30])([CH3:29])[O:27][B:26]([B:26]2[O:27][C:28]([CH3:30])([CH3:29])[C:24]([CH3:40])([CH3:23])[O:25]2)[O:25]1.C([O-])(=O)C.[K+]. The catalyst is C1C=CC(P(C2C=CC=CC=2)[C-]2C=CC=C2)=CC=1.C1C=CC(P(C2C=CC=CC=2)[C-]2C=CC=C2)=CC=1.Cl[Pd]Cl.[Fe+2].CS(C)=O. The product is [F:22][C:4]1[CH:3]=[C:2]([B:26]2[O:27][C:28]([CH3:30])([CH3:29])[C:24]([CH3:40])([CH3:23])[O:25]2)[CH:7]=[CH:6][C:5]=1[CH2:8][N:9]1[CH2:14][CH2:13][N:12]([C:15]([O:17][C:18]([CH3:21])([CH3:20])[CH3:19])=[O:16])[CH2:11][CH2:10]1. The yield is 0.670. (2) The reactants are [Cl:1][C:2]1[CH:12]=[CH:11][CH:10]=[CH:9][C:3]=1[C@@H:4]([OH:8])[C:5]([OH:7])=[O:6].S(=O)(=O)(O)O.[CH3:18]O. No catalyst specified. The product is [Cl:1][C:2]1[CH:12]=[CH:11][CH:10]=[CH:9][C:3]=1[C@@H:4]([OH:8])[C:5]([O:7][CH3:18])=[O:6]. The yield is 0.960. (3) The reactants are [C:1]([O:5][C:6](=[O:18])[CH2:7][N:8]1[C:16]2[C:11](=[CH:12][CH:13]=[C:14]([OH:17])[CH:15]=2)[CH:10]=[CH:9]1)([CH3:4])([CH3:3])[CH3:2].Cl[CH2:20][C:21]1[CH:25]=[C:24]([C:26]2[CH:31]=[CH:30][C:29]([C:32]([F:35])([F:34])[F:33])=[CH:28][CH:27]=2)[NH:23][N:22]=1.C(=O)([O-])[O-].[Cs+].[Cs+].[I-].[K+]. The catalyst is CN(C)C=O. The product is [C:1]([O:5][C:6](=[O:18])[CH2:7][N:8]1[C:16]2[C:11](=[CH:12][CH:13]=[C:14]([O:17][CH2:20][C:21]3[CH:25]=[C:24]([C:26]4[CH:27]=[CH:28][C:29]([C:32]([F:34])([F:33])[F:35])=[CH:30][CH:31]=4)[NH:23][N:22]=3)[CH:15]=2)[CH:10]=[CH:9]1)([CH3:4])([CH3:2])[CH3:3]. The yield is 0.0700.